Dataset: Catalyst prediction with 721,799 reactions and 888 catalyst types from USPTO. Task: Predict which catalyst facilitates the given reaction. (1) Reactant: [CH:1]1([C:4]([N:6]2[CH2:10][CH2:9][C@@H:8]([CH2:11][N:12]3[C:16]4[CH:17]=[CH:18][C:19]([C:21]([F:24])([F:23])[F:22])=[CH:20][C:15]=4[N:14]=[C:13]3[C:25]3[CH:30]=[CH:29][C:28](B4OC(C)(C)C(C)(C)O4)=[CH:27][CH:26]=3)[CH2:7]2)=[O:5])[CH2:3][CH2:2]1.Br[C:41]1[CH:42]=[C:43]2[C:47](=[CH:48][CH:49]=1)[NH:46][CH2:45][CH2:44]2.C(=O)([O-])[O-].[K+].[K+]. Product: [CH:1]1([C:4]([N:6]2[CH2:10][CH2:9][C@@H:8]([CH2:11][N:12]3[C:16]4[CH:17]=[CH:18][C:19]([C:21]([F:22])([F:24])[F:23])=[CH:20][C:15]=4[N:14]=[C:13]3[C:25]3[CH:30]=[CH:29][C:28]([C:41]4[CH:42]=[C:43]5[C:47](=[CH:48][CH:49]=4)[NH:46][CH2:45][CH2:44]5)=[CH:27][CH:26]=3)[CH2:7]2)=[O:5])[CH2:2][CH2:3]1. The catalyst class is: 368. (2) Reactant: [CH3:1][C:2]1([CH2:14][CH:15]=[O:16])[C:11]2[C:6](=[CH:7][CH:8]=[C:9]([S:12][CH3:13])[CH:10]=2)[O:5][CH2:4][CH2:3]1.C[Si](C)(C)[C:19]([F:22])([F:21])[F:20].[F-].C([N+](CCCC)(CCCC)CCCC)CCC. Product: [F:20][C:19]([F:22])([F:21])[CH:15]([OH:16])[CH2:14][C:2]1([CH3:1])[C:11]2[C:6](=[CH:7][CH:8]=[C:9]([S:12][CH3:13])[CH:10]=2)[O:5][CH2:4][CH2:3]1. The catalyst class is: 7.